This data is from Reaction yield outcomes from USPTO patents with 853,638 reactions. The task is: Predict the reaction yield, written as a fraction of the theoretical maximum amount of product (1.0 means a 100% yield; for example, 0.34 means a 34% yield). The reactants are Cl[C:2]1[CH:10]=[CH:9][C:5]([C:6]([NH2:8])=[O:7])=[CH:4][N:3]=1.[CH3:11][C:12]1[CH:17]=[CH:16][N+:15]([O-])=[CH:14][CH:13]=1.Br.C(O)(=[O:22])C.[OH-].[Na+]. The catalyst is C1(C)C(C)=CC=CC=1.C(O)(=O)C. The product is [CH3:11][C:12]1[CH:17]=[CH:16][N:15]=[C:14]([N:3]2[C:2](=[O:22])[CH:10]=[CH:9][C:5]([C:6]([NH2:8])=[O:7])=[CH:4]2)[CH:13]=1. The yield is 0.560.